Predict which catalyst facilitates the given reaction. From a dataset of Catalyst prediction with 721,799 reactions and 888 catalyst types from USPTO. (1) Reactant: [C:1]([O:5][C:6]([C:8]1[O:9][C:10]2[CH:17]=[CH:16][CH:15]=[C:14]([OH:18])[C:11]=2[C:12]=1[CH3:13])=[O:7])([CH3:4])([CH3:3])[CH3:2].Br[CH2:20][C:21]([N:23]([CH3:25])[CH3:24])=[O:22].CN(C=O)C. Product: [C:1]([O:5][C:6]([C:8]1[O:9][C:10]2[CH:17]=[CH:16][CH:15]=[C:14]([O:18][CH2:20][C:21](=[O:22])[N:23]([CH3:25])[CH3:24])[C:11]=2[C:12]=1[CH3:13])=[O:7])([CH3:4])([CH3:2])[CH3:3]. The catalyst class is: 6. (2) Reactant: [CH3:1][O:2][CH2:3][C@H:4]([N:11]([CH2:34][C:35]1[CH:40]=[CH:39][C:38]([C:41]([O:43][CH3:44])=[O:42])=[CH:37][CH:36]=1)[C:12]([C@@H:14]1[CH2:23][C:22]2[C:17](=[CH:18][CH:19]=[CH:20][CH:21]=2)[CH2:16][N:15]1C(OCC1C=CC=CC=1)=O)=[O:13])[C:5]1[CH:10]=[CH:9][CH:8]=[CH:7][CH:6]=1. Product: [CH3:1][O:2][CH2:3][C@H:4]([N:11]([CH2:34][C:35]1[CH:40]=[CH:39][C:38]([C:41]([O:43][CH3:44])=[O:42])=[CH:37][CH:36]=1)[C:12]([C@@H:14]1[CH2:23][C:22]2[C:17](=[CH:18][CH:19]=[CH:20][CH:21]=2)[CH2:16][NH:15]1)=[O:13])[C:5]1[CH:6]=[CH:7][CH:8]=[CH:9][CH:10]=1. The catalyst class is: 105. (3) Reactant: [F:1][C:2]([F:14])([C:7]1[CH:12]=[CH:11][C:10]([F:13])=[CH:9][CH:8]=1)[C:3]([NH:5][NH2:6])=[O:4].FF.[NH:17]1[C:27]2[C:22](=[CH:23][CH:24]=[CH:25][CH:26]=2)[C:20](=O)[C:18]1=[O:19]. Product: [O:19]=[C:18]1[NH:17][C:27]2[C:22](/[C:20]/1=[N:6]/[NH:5][C:3](=[O:4])[C:2]([F:1])([F:14])[C:7]1[CH:12]=[CH:11][C:10]([F:13])=[CH:9][CH:8]=1)=[CH:23][CH:24]=[CH:25][CH:26]=2. The catalyst class is: 14.